This data is from Catalyst prediction with 721,799 reactions and 888 catalyst types from USPTO. The task is: Predict which catalyst facilitates the given reaction. (1) Reactant: [C:1]([O:5][C:6]([N:8]1[CH2:13][CH2:12][N:11]2[CH:14]=[N:15][N:16]=[C:10]2[CH2:9]1)=[O:7])([CH3:4])([CH3:3])[CH3:2].C(=O)(O)[O-].[Na+].[Br:22]N1C(=O)CCC1=O. Product: [Br:22][C:14]1[N:11]2[CH2:12][CH2:13][N:8]([C:6]([O:5][C:1]([CH3:4])([CH3:2])[CH3:3])=[O:7])[CH2:9][C:10]2=[N:16][N:15]=1. The catalyst class is: 452. (2) Product: [O:19]1[C:23]2[CH:24]=[CH:25][CH:26]=[CH:27][C:22]=2[C:21]([NH:28][C:29]([N:31]2[CH2:36][CH2:35][N:34]([C:2]3[S:6][N:5]=[C:4]([N:7]4[CH2:11][CH2:10][CH2:9][CH2:8]4)[N:3]=3)[CH2:33][CH2:32]2)=[O:30])=[N:20]1. Reactant: Cl[C:2]1[S:6][N:5]=[C:4]([N:7]2[CH2:11][CH2:10][CH2:9][CH2:8]2)[N:3]=1.FC(F)(F)C(O)=O.[O:19]1[C:23]2[CH:24]=[CH:25][CH:26]=[CH:27][C:22]=2[C:21]([NH:28][C:29]([N:31]2[CH2:36][CH2:35][NH:34][CH2:33][CH2:32]2)=[O:30])=[N:20]1.C(N(CC)CC)C.O. The catalyst class is: 9. (3) Reactant: Br[C:2]1[CH:7]=[CH:6][C:5]([C:8]2[N:12]=[C:11]([CH3:13])[O:10][N:9]=2)=[CH:4][C:3]=1[CH3:14].[CH:15]1([CH2:18][NH:19][C:20](=[O:37])[C:21]2[CH:26]=[CH:25][C:24]([CH3:27])=[C:23](B3OC(C)(C)C(C)(C)O3)[CH:22]=2)[CH2:17]C1. Product: [CH:18]1([NH:19][C:20]([C:21]2[CH:22]=[C:23]([C:2]3[CH:7]=[CH:6][C:5]([C:8]4[N:12]=[C:11]([CH3:13])[O:10][N:9]=4)=[CH:4][C:3]=3[CH3:14])[C:24]([CH3:27])=[CH:25][CH:26]=2)=[O:37])[CH2:15][CH2:17]1. The catalyst class is: 3. (4) Reactant: CC1C=CC(S(O[CH2:12][CH2:13][CH2:14][CH2:15][CH2:16][O:17][CH2:18][C:19]([O:21][C:22]([CH3:25])([CH3:24])[CH3:23])=[O:20])(=O)=O)=CC=1.C(=O)([O-])[O-].[K+].[K+].[OH:32][C:33]1[CH:42]=[CH:41][C:36]([C:37]([O:39][CH3:40])=[O:38])=[CH:35][CH:34]=1. Product: [C:22]([O:21][C:19](=[O:20])[CH2:18][O:17][CH2:16][CH2:15][CH2:14][CH2:13][CH2:12][O:32][C:33]1[CH:34]=[CH:35][C:36]([C:37]([O:39][CH3:40])=[O:38])=[CH:41][CH:42]=1)([CH3:25])([CH3:24])[CH3:23]. The catalyst class is: 10. (5) Reactant: [Na].[NH:2]1[C:9](=[O:10])[CH2:8][C:6](=[O:7])[NH:5][C:3]1=[S:4].[CH3:11][CH2:12][CH2:13]Br.[OH-].[Na+].Cl. Product: [CH2:11]([S:4][C:3]1[N:5]=[C:6]([OH:7])[CH:8]=[C:9]([OH:10])[N:2]=1)[CH2:12][CH3:13]. The catalyst class is: 72. (6) Reactant: C(N(CC)CC)C.ClC(OCC(C)C)=O.[CH3:16][O:17][C:18]1[CH:27]=[C:26]2[C:21]([CH:22]=[CH:23][C:24]([S:28]([NH:31][C@H:32]3[CH2:36][CH2:35][N:34]([CH2:37][C:38](O)=[O:39])[C:33]3=[O:41])(=[O:30])=[O:29])=[CH:25]2)=[CH:20][CH:19]=1.[NH2:42][C:43]1[CH:44]=[N:45][CH:46]=[CH:47][C:48]=1[NH2:49]. Product: [NH2:42][C:43]1[CH:44]=[N:45][CH:46]=[CH:47][C:48]=1[NH:49][C:38](=[O:39])[CH2:37][N:34]1[CH2:35][CH2:36][C@H:32]([NH:31][S:28]([C:24]2[CH:23]=[CH:22][C:21]3[C:26](=[CH:27][C:18]([O:17][CH3:16])=[CH:19][CH:20]=3)[CH:25]=2)(=[O:29])=[O:30])[C:33]1=[O:41]. The catalyst class is: 118. (7) Reactant: CO[C:3]1[C:7](OC)=[CH:6][S:5][CH:4]=1.[CH3:10][C@@H:11]([OH:15])[C@@H:12]([OH:14])[CH3:13].C1(C)C=CC(S(O)(=O)=O)=CC=1.C(Cl)Cl. Product: [CH3:10][CH:11]1[O:15][C:3]2=[CH:4][S:5][CH:6]=[C:7]2[O:14][CH:12]1[CH3:13]. The catalyst class is: 11.